Task: Predict the product of the given reaction.. Dataset: Forward reaction prediction with 1.9M reactions from USPTO patents (1976-2016) Given the reactants C1(C)C=CC(S(O)(=O)=O)=CC=1.[CH3:12][O:13][C:14](=[O:24])[C:15]1[CH:20]=[CH:19][C:18]([O:21][CH3:22])=[C:17]([NH2:23])[CH:16]=1.[Cl:25][C:26]1[CH:33]=[CH:32][C:29]([C:30]#[N:31])=[CH:28][CH:27]=1.C([O-])(O)=O.[Na+].[O-][Cl:40].[Na+], predict the reaction product. The product is: [CH3:12][O:13][C:14](=[O:24])[C:15]1[CH:20]=[CH:19][C:18]([O:21][CH3:22])=[C:17]([NH:23][C:30](=[N:31][Cl:40])[C:29]2[CH:32]=[CH:33][C:26]([Cl:25])=[CH:27][CH:28]=2)[CH:16]=1.